From a dataset of Full USPTO retrosynthesis dataset with 1.9M reactions from patents (1976-2016). Predict the reactants needed to synthesize the given product. Given the product [CH:42]1([C:45](=[O:51])[CH2:46][C:47]([N:19]2[CH2:18][CH2:17][C:15]3[N:16]=[C:11]([C:9]4[C:8]([CH3:31])=[CH:7][CH:6]=[C:5]5[C:10]=4[C:2]([CH3:1])=[N:3][N:4]5[S:32]([C:35]4[CH:41]=[CH:40][C:38]([CH3:39])=[CH:37][CH:36]=4)(=[O:33])=[O:34])[N:12]=[C:13]([N:21]4[CH2:26][CH2:25][C@@H:24]([O:27][CH3:28])[C:23]([CH3:30])([CH3:29])[CH2:22]4)[C:14]=3[CH2:20]2)=[O:48])[CH2:44][CH2:43]1, predict the reactants needed to synthesize it. The reactants are: [CH3:1][C:2]1[C:10]2[C:5](=[CH:6][CH:7]=[C:8]([CH3:31])[C:9]=2[C:11]2[N:12]=[C:13]([N:21]3[CH2:26][CH2:25][C@@H:24]([O:27][CH3:28])[C:23]([CH3:30])([CH3:29])[CH2:22]3)[C:14]3[CH2:20][NH:19][CH2:18][CH2:17][C:15]=3[N:16]=2)[N:4]([S:32]([C:35]2[CH:41]=[CH:40][C:38]([CH3:39])=[CH:37][CH:36]=2)(=[O:34])=[O:33])[N:3]=1.[CH:42]1([C:45](=[O:51])[CH2:46][C:47](OC)=[O:48])[CH2:44][CH2:43]1.